Predict the reaction yield, written as a fraction of the theoretical maximum amount of product (1.0 means a 100% yield; for example, 0.34 means a 34% yield). From a dataset of Reaction yield outcomes from USPTO patents with 853,638 reactions. (1) The reactants are [NH2:1][C:2]1[CH:7]=[CH:6][C:5]([CH2:8][CH:9]([NH:14][C:15]([O:17][C:18]([CH3:21])([CH3:20])[CH3:19])=[O:16])[C:10]([O:12][CH3:13])=[O:11])=[CH:4][CH:3]=1.C(S([O-])(=O)=O)(F)(F)F.C(S([O-])(=O)=O)(F)(F)F.C(S([O-])(=O)=O)(F)(F)F.[Yb+3].[O-]S([O-])(=O)=O.[Mg+2].[Cl:53][C:54]1[CH:61]=[CH:60][CH:59]=[C:58]([Cl:62])[C:55]=1[CH:56]=O.[CH:63]([S:65][C:66]1[CH:71]=[CH:70][CH:69]=[CH:68][CH:67]=1)=[CH2:64]. The catalyst is CC#N.C(Cl)Cl. The product is [C:18]([O:17][C:15]([NH:14][CH:9]([CH2:8][C:5]1[CH:4]=[C:3]2[C:2](=[CH:7][CH:6]=1)[NH:1][CH:56]([C:55]1[C:54]([Cl:53])=[CH:61][CH:60]=[CH:59][C:58]=1[Cl:62])[CH2:64][CH:63]2[S:65][C:66]1[CH:71]=[CH:70][CH:69]=[CH:68][CH:67]=1)[C:10]([O:12][CH3:13])=[O:11])=[O:16])([CH3:21])([CH3:20])[CH3:19]. The yield is 0.810. (2) The reactants are [F:1][C:2]1[CH:7]=[C:6]([F:8])[CH:5]=[CH:4][C:3]=1[C@@:9]([OH:38])([CH2:32][N:33]1[CH:37]=[N:36][CH:35]=[N:34]1)[C@H:10]([S:12][C@@H:13]1[CH2:18][O:17][C@@H:16](/[CH:19]=[CH:20]/[CH:21]=[CH:22]/[C:23]2[CH:30]=[CH:29][C:26]([C:27]#[N:28])=[CH:25][C:24]=2[F:31])[O:15][CH2:14]1)[CH3:11].[H-].[Na+].[CH2:41]([O:44][P:45]([O:51][CH2:52][C:53]1[CH:57]=[CH:56][S:55][C:54]=1[C:58](Cl)=[O:59])([O:47][CH2:48][CH:49]=[CH2:50])=[O:46])[CH:42]=[CH2:43].P([O-])([O-])([O-])=O. The catalyst is COCCOC. The product is [CH2:48]([O:47][P:45]([O:51][CH2:52][C:53]1[CH:57]=[CH:56][S:55][C:54]=1[C:58]([O:38][C@:9]([C:3]1[CH:4]=[CH:5][C:6]([F:8])=[CH:7][C:2]=1[F:1])([CH2:32][N:33]1[CH:37]=[N:36][CH:35]=[N:34]1)[C@H:10]([S:12][C@@H:13]1[CH2:18][O:17][C@@H:16](/[CH:19]=[CH:20]/[CH:21]=[CH:22]/[C:23]2[CH:30]=[CH:29][C:26]([C:27]#[N:28])=[CH:25][C:24]=2[F:31])[O:15][CH2:14]1)[CH3:11])=[O:59])([O:44][CH2:41][CH:42]=[CH2:43])=[O:46])[CH:49]=[CH2:50]. The yield is 0.480. (3) The reactants are [N:1]1[CH:6]=[CH:5][CH:4]=[N:3][C:2]=1[C@H:7]([NH:10][S@](C(C)(C)C)=O)[CH2:8][CH3:9].[ClH:17].O. The catalyst is CO.O1CCOCC1. The product is [ClH:17].[N:1]1[CH:6]=[CH:5][CH:4]=[N:3][C:2]=1[C@H:7]([NH2:10])[CH2:8][CH3:9]. The yield is 0.750. (4) The reactants are [CH2:1]([O:8][C:9]1[CH:17]=[C:16]([C:18]([N:20]2[CH2:25][CH2:24][N:23]([CH3:26])[CH2:22][CH2:21]2)=[O:19])[C:15]([Cl:27])=[CH:14][C:10]=1[C:11]([OH:13])=O)[C:2]1[CH:7]=[CH:6][CH:5]=[CH:4][CH:3]=1.CCN(C(C)C)C(C)C.[NH2:37][C:38]1[CH:39]=[N:40][CH:41]=[CH:42][CH:43]=1.ON1C2N=CC=CC=2N=N1.C(Cl)CCl. The catalyst is CN(C)C=O. The product is [CH2:1]([O:8][C:9]1[CH:17]=[C:16]([C:18]([N:20]2[CH2:25][CH2:24][N:23]([CH3:26])[CH2:22][CH2:21]2)=[O:19])[C:15]([Cl:27])=[CH:14][C:10]=1[C:11]([NH:37][C:38]1[CH:39]=[N:40][CH:41]=[CH:42][CH:43]=1)=[O:13])[C:2]1[CH:7]=[CH:6][CH:5]=[CH:4][CH:3]=1. The yield is 0.0900.